The task is: Predict the reactants needed to synthesize the given product.. This data is from Full USPTO retrosynthesis dataset with 1.9M reactions from patents (1976-2016). Given the product [Br:13][C:14]1[CH:15]=[C:16](/[CH:17]=[CH:7]/[C:8]([O:10][CH2:11][CH3:12])=[O:9])[CH:19]=[CH:20][C:21]=1[CH3:22], predict the reactants needed to synthesize it. The reactants are: [H-].[Na+].P([CH2:7][C:8]([O:10][CH2:11][CH3:12])=[O:9])(O)(O)=O.[Br:13][C:14]1[CH:15]=[C:16]([CH:19]=[CH:20][C:21]=1[CH3:22])[CH:17]=O.O.